Dataset: Reaction yield outcomes from USPTO patents with 853,638 reactions. Task: Predict the reaction yield, written as a fraction of the theoretical maximum amount of product (1.0 means a 100% yield; for example, 0.34 means a 34% yield). (1) The yield is 0.910. The product is [Cl:15][C:12]1[CH:13]=[CH:14][C:9]([N:5]2[C:6](=[O:8])[CH:7]=[C:2]([NH:28][C:25]3[CH:26]=[CH:27][C:22]([O:21][CH3:20])=[CH:23][CH:24]=3)[C:3]([C:16]([O:18][CH3:19])=[O:17])=[N:4]2)=[CH:10][CH:11]=1. The catalyst is CCO. The reactants are Cl[C:2]1[C:3]([C:16]([O:18][CH3:19])=[O:17])=[N:4][N:5]([C:9]2[CH:14]=[CH:13][C:12]([Cl:15])=[CH:11][CH:10]=2)[C:6](=[O:8])[CH:7]=1.[CH3:20][O:21][C:22]1[CH:27]=[CH:26][C:25]([NH2:28])=[CH:24][CH:23]=1. (2) The reactants are [F:1][C:2]1([F:10])[CH2:5][C:4]([CH3:9])([C:6](O)=[O:7])[CH2:3]1.[H-].[H-].[H-].[H-].[Li+].[Al+3]. The catalyst is C(OCC)C. The product is [F:1][C:2]1([F:10])[CH2:5][C:4]([CH2:6][OH:7])([CH3:9])[CH2:3]1. The yield is 0.740. (3) The reactants are [NH2:1][C:2](=[O:33])[C@@H:3]([NH:5][C:6]1[N:11]=[C:10]([C:12]2[CH:17]=[CH:16][C:15]([O:18][C:19]3[CH:24]=[CH:23][C:22]([F:25])=[CH:21][CH:20]=3)=[CH:14][CH:13]=2)[N:9]=[C:8]([C:26]([O:28]C(C)(C)C)=[O:27])[CH:7]=1)[CH3:4].C(O)(C(F)(F)F)=O. The catalyst is C(Cl)Cl. The product is [NH2:1][C:2](=[O:33])[C@@H:3]([NH:5][C:6]1[N:11]=[C:10]([C:12]2[CH:17]=[CH:16][C:15]([O:18][C:19]3[CH:24]=[CH:23][C:22]([F:25])=[CH:21][CH:20]=3)=[CH:14][CH:13]=2)[N:9]=[C:8]([C:26]([OH:28])=[O:27])[CH:7]=1)[CH3:4]. The yield is 0.920. (4) The reactants are Br[C:2]1[C:7](=[O:8])[N:6]([CH2:9][C:10]2[CH:15]=[CH:14][C:13]([C:16]3[C:17]([C:22]#[N:23])=[CH:18][CH:19]=[CH:20][CH:21]=3)=[CH:12][C:11]=2[F:24])[C:5]([CH2:25][CH2:26][CH3:27])=[N:4][C:3]=1[CH3:28].[CH:29]([O:32][C:33]1[CH:38]=[CH:37][C:36](B(O)O)=[CH:35][CH:34]=1)([CH3:31])[CH3:30].C(=O)([O-])[O-].[Cs+].[Cs+]. The catalyst is O1CCOCC1.C(OCC)(=O)C.C1C=CC(P(C2C=CC=CC=2)[C-]2C=CC=C2)=CC=1.C1C=CC(P(C2C=CC=CC=2)[C-]2C=CC=C2)=CC=1.Cl[Pd]Cl.[Fe+2]. The product is [F:24][C:11]1[CH:12]=[C:13]([C:16]2[C:17]([C:22]#[N:23])=[CH:18][CH:19]=[CH:20][CH:21]=2)[CH:14]=[CH:15][C:10]=1[CH2:9][N:6]1[C:7](=[O:8])[C:2]([C:36]2[CH:37]=[CH:38][C:33]([O:32][CH:29]([CH3:31])[CH3:30])=[CH:34][CH:35]=2)=[C:3]([CH3:28])[N:4]=[C:5]1[CH2:25][CH2:26][CH3:27]. The yield is 0.670. (5) The reactants are [NH2:1][CH:2]1[CH2:6][N:5]([C:7]([O:9][CH2:10][C:11]2[CH:16]=[CH:15][CH:14]=[CH:13][CH:12]=2)=[O:8])[CH2:4][C:3]1([CH3:18])[CH3:17].CO. The catalyst is C(=O)=O. The product is [NH2:1][C@@H:2]1[CH2:6][N:5]([C:7]([O:9][CH2:10][C:11]2[CH:16]=[CH:15][CH:14]=[CH:13][CH:12]=2)=[O:8])[CH2:4][C:3]1([CH3:18])[CH3:17]. The yield is 0.420. (6) The reactants are Cl[C:2]1[C:7]([CH2:8][CH2:9][OH:10])=[C:6]([Cl:11])[N:5]=[CH:4][N:3]=1.C(N(CC)C(C)C)(C)C.[NH2:21][C@@H:22]1[C:30]2[C:25](=[CH:26][CH:27]=[CH:28][CH:29]=2)[CH2:24][CH2:23]1. The catalyst is C(O)CCC. The product is [Cl:11][C:6]1[C:7]([CH2:8][CH2:9][OH:10])=[C:2]([NH:21][C@@H:22]2[C:30]3[C:25](=[CH:26][CH:27]=[CH:28][CH:29]=3)[CH2:24][CH2:23]2)[N:3]=[CH:4][N:5]=1. The yield is 0.980. (7) The reactants are [CH3:1][O:2][C:3]1[CH:8]=[CH:7][C:6]([NH:9][C:10](=[O:12])[O-])=[CH:5][C:4]=1[C:13]([F:16])([F:15])[F:14].[CH3:17][O:18][C:19]1[CH:20]=[C:21]2[C:26](=[CH:27][C:28]=1[O:29][CH2:30][CH2:31][O:32][CH3:33])[N:25]=[CH:24][N:23]=[C:22]2[O:34][C:35]1[CH:36]=[C:37]([CH:39]=[CH:40][CH:41]=1)[NH2:38].C(N(C(C)C)CC)(C)C. The catalyst is CN(C1C=CN=CC=1)C. The product is [CH3:1][O:2][C:3]1[CH:8]=[CH:7][C:6]([NH:9][C:10]([NH:38][C:37]2[CH:39]=[CH:40][CH:41]=[C:35]([O:34][C:22]3[C:21]4[C:26](=[CH:27][C:28]([O:29][CH2:30][CH2:31][O:32][CH3:33])=[C:19]([O:18][CH3:17])[CH:20]=4)[N:25]=[CH:24][N:23]=3)[CH:36]=2)=[O:12])=[CH:5][C:4]=1[C:13]([F:16])([F:15])[F:14]. The yield is 0.100. (8) The reactants are [CH2:1]1[C:6]2[C:7]3[CH:13]=[CH:12][C:11]([N:14]4[CH:19]=[CH:18][C:17]([O:20][CH2:21][C:22]5[N:23]=[N:24][C:25]([C:28]([F:31])([F:30])[F:29])=[CH:26][CH:27]=5)=[CH:16][C:15]4=[O:32])=[CH:10][C:8]=3[O:9][C:5]=2[CH2:4][CH2:3][NH:2]1.[ClH:33].CCOCC. The catalyst is CO. The product is [ClH:33].[CH2:1]1[C:6]2[C:7]3[CH:13]=[CH:12][C:11]([N:14]4[CH:19]=[CH:18][C:17]([O:20][CH2:21][C:22]5[N:23]=[N:24][C:25]([C:28]([F:30])([F:29])[F:31])=[CH:26][CH:27]=5)=[CH:16][C:15]4=[O:32])=[CH:10][C:8]=3[O:9][C:5]=2[CH2:4][CH2:3][NH:2]1. The yield is 0.970. (9) The reactants are Br[C:2]1[N:3]=[C:4]([C:23]2[CH:28]=[CH:27][C:26]([Cl:29])=[CH:25][C:24]=2[Cl:30])[C:5]([C:19]([O:21][CH3:22])=[O:20])=[N:6][C:7]=1[NH:8][C@@H:9]1[C:17]2[C:12](=[CH:13][CH:14]=[CH:15][CH:16]=2)[CH2:11][C@@H:10]1[OH:18].[CH3:31][O-:32].[Na+].[CH3:34]O. The catalyst is CCOC(C)=O. The product is [Cl:30][C:24]1[CH:25]=[C:26]([Cl:29])[CH:27]=[CH:28][C:23]=1[C:4]1[C:5]([C:19]([O:21][CH2:22][CH3:34])=[O:20])=[N:6][C:7]([NH:8][C@@H:9]2[C:17]3[C:12](=[CH:13][CH:14]=[CH:15][CH:16]=3)[CH2:11][C@@H:10]2[OH:18])=[C:2]([O:32][CH3:31])[N:3]=1. The yield is 0.730. (10) The reactants are [NH2:1][C:2]1[CH:7]=[CH:6][CH:5]=[CH:4][C:3]=1[NH:8][C:9](=[O:18])[C:10]1[CH:15]=[CH:14][C:13]([C:16]#[N:17])=[CH:12][CH:11]=1.S(=O)(=O)(O)O.[H][H]. The catalyst is CO.[Pd]. The product is [NH2:17][CH2:16][C:13]1[CH:12]=[CH:11][C:10]([C:9]([NH:8][C:3]2[CH:4]=[CH:5][CH:6]=[CH:7][C:2]=2[NH2:1])=[O:18])=[CH:15][CH:14]=1. The yield is 0.960.